Dataset: Full USPTO retrosynthesis dataset with 1.9M reactions from patents (1976-2016). Task: Predict the reactants needed to synthesize the given product. Given the product [OH:13][C@H:9]([CH2:8][O:7][CH:2]1[CH2:3][CH2:4][CH2:5][CH2:6][O:1]1)[CH2:10][CH2:11][C:12]1([OH:14])[CH2:16][CH2:15]1, predict the reactants needed to synthesize it. The reactants are: [O:1]1[CH2:6][CH2:5][CH2:4][CH2:3][CH:2]1[O:7][CH2:8][C@H:9]1[O:13][C:12](=[O:14])[CH2:11][CH2:10]1.[CH3:15][CH2:16][Mg+].[Br-].CCOCC.